From a dataset of Reaction yield outcomes from USPTO patents with 853,638 reactions. Predict the reaction yield, written as a fraction of the theoretical maximum amount of product (1.0 means a 100% yield; for example, 0.34 means a 34% yield). The reactants are [NH:1]1[CH:5]=[CH:4][CH:3]=[C:2]1[C:6]([O:8][CH3:9])=[O:7].[H-].[Na+].Br[CH2:13][C:14]([C:16]1[CH:21]=[CH:20][C:19]([OH:22])=[CH:18][CH:17]=1)=[O:15].[NH4+].[Cl-]. The catalyst is CN(C=O)C. The product is [OH:22][C:19]1[CH:20]=[CH:21][C:16]([C:14](=[O:15])[CH2:13][N:1]2[CH:5]=[CH:4][CH:3]=[C:2]2[C:6]([O:8][CH3:9])=[O:7])=[CH:17][CH:18]=1. The yield is 0.870.